Task: Predict the reaction yield, written as a fraction of the theoretical maximum amount of product (1.0 means a 100% yield; for example, 0.34 means a 34% yield).. Dataset: Reaction yield outcomes from USPTO patents with 853,638 reactions The reactants are [NH2:1][C@@H:2]1[C:11]2[C:6](=[CH:7][CH:8]=[CH:9][CH:10]=2)[C@H:5]([OH:12])[CH2:4][CH2:3]1.[H-].[Na+].F[C:16]1[CH:17]=[CH:18][C:19]2[N:20]([C:22]([N:25]3[CH2:30][CH2:29][CH:28]([CH2:31][O:32][Si:33]([CH:40]([CH3:42])[CH3:41])([CH:37]([CH3:39])[CH3:38])[CH:34]([CH3:36])[CH3:35])[CH2:27][CH2:26]3)=[N:23][N:24]=2)[CH:21]=1. The catalyst is CN(C=O)C.O. The product is [CH:40]([Si:33]([CH:34]([CH3:36])[CH3:35])([CH:37]([CH3:39])[CH3:38])[O:32][CH2:31][CH:28]1[CH2:29][CH2:30][N:25]([C:22]2[N:20]3[CH:21]=[C:16]([O:12][C@H:5]4[C:6]5[C:11](=[CH:10][CH:9]=[CH:8][CH:7]=5)[C@@H:2]([NH2:1])[CH2:3][CH2:4]4)[CH:17]=[CH:18][C:19]3=[N:24][N:23]=2)[CH2:26][CH2:27]1)([CH3:41])[CH3:42]. The yield is 0.460.